The task is: Predict the reaction yield, written as a fraction of the theoretical maximum amount of product (1.0 means a 100% yield; for example, 0.34 means a 34% yield).. This data is from Reaction yield outcomes from USPTO patents with 853,638 reactions. (1) The reactants are [C:1]1([C:7]2[CH2:8][CH2:9][NH:10][CH2:11][CH:12]=2)[CH:6]=[CH:5][CH:4]=[CH:3][CH:2]=1.C(N(C(C)C)CC)(C)C.C([O-])([O-])=O.[K+].[K+].F[C:29]1[CH:34]=[CH:33][C:32]([N+:35]([O-:37])=[O:36])=[CH:31][CH:30]=1.C([O-])(O)=O.[Na+]. The catalyst is CN(C=O)C. The product is [N+:35]([C:32]1[CH:33]=[CH:34][C:29]([N:10]2[CH2:9][CH:8]=[C:7]([C:1]3[CH:6]=[CH:5][CH:4]=[CH:3][CH:2]=3)[CH2:12][CH2:11]2)=[CH:30][CH:31]=1)([O-:37])=[O:36]. The yield is 0.420. (2) The reactants are Br[C:2]1[CH:7]=[CH:6][N:5]=[C:4]([NH2:8])[C:3]=1[NH2:9].[C:10]([C:14]1[N:18]=[C:17]([C:19]([NH:21][CH2:22][C:23]2[CH:28]=[CH:27][C:26](B(O)O)=[CH:25][C:24]=2[F:32])=[O:20])[O:16][N:15]=1)([CH3:13])([CH3:12])[CH3:11].C(=O)([O-])[O-].[K+].[K+]. No catalyst specified. The product is [C:10]([C:14]1[N:18]=[C:17]([C:19]([NH:21][CH2:22][C:23]2[CH:28]=[CH:27][C:26]([C:2]3[CH:7]=[CH:6][N:5]=[C:4]([NH2:8])[C:3]=3[NH2:9])=[CH:25][C:24]=2[F:32])=[O:20])[O:16][N:15]=1)([CH3:13])([CH3:11])[CH3:12]. The yield is 0.640. (3) The reactants are [I:1][C:2]1[CH:3]=[C:4]([CH:8]=[C:9]([N+:11]([O-:13])=[O:12])[CH:10]=1)[C:5]([OH:7])=[O:6].O=S(Cl)Cl.[CH3:18]O. The product is [CH3:18][O:6][C:5](=[O:7])[C:4]1[CH:8]=[C:9]([N+:11]([O-:13])=[O:12])[CH:10]=[C:2]([I:1])[CH:3]=1. The yield is 0.990. No catalyst specified. (4) The reactants are [OH:1][N:2]1[C:6](=[O:7])[C:5]2=[CH:8][CH:9]=[CH:10][CH:11]=[C:4]2[C:3]1=[O:12].[CH3:13][O:14][C:15]1[CH:16]=[C:17]2[C:22](=[CH:23][CH:24]=1)[CH:21]=[C:20]([C@H:25]([CH3:29])[C:26](O)=[O:27])[CH:19]=[CH:18]2.Cl.CN(C)CCCN=C=NCC. The catalyst is C(Cl)Cl.CN(C=O)C. The product is [CH3:13][O:14][C:15]1[CH:16]=[C:17]2[C:22](=[CH:23][CH:24]=1)[CH:21]=[C:20]([C@H:25]([CH3:29])[C:26]([O:1][N:2]1[C:3](=[O:12])[C:4]3[CH:11]=[CH:10][CH:9]=[CH:8][C:5]=3[C:6]1=[O:7])=[O:27])[CH:19]=[CH:18]2. The yield is 0.470.